From a dataset of Full USPTO retrosynthesis dataset with 1.9M reactions from patents (1976-2016). Predict the reactants needed to synthesize the given product. (1) Given the product [NH:1]1[CH:5]=[C:4]([CH2:6][C:7]([O:9][CH3:11])=[O:8])[N:3]=[CH:2]1, predict the reactants needed to synthesize it. The reactants are: [NH:1]1[CH:5]=[C:4]([CH2:6][C:7]([OH:9])=[O:8])[N:3]=[CH:2]1.[Na].[CH3:11]O. (2) Given the product [CH3:1][O:2][C:3]([C:4]1[C:5]2[N:11]=[C:15]([CH2:16][CH2:17][CH2:18][NH:19][CH3:20])[NH:10][C:6]=2[CH:7]=[CH:8][CH:9]=1)=[O:12], predict the reactants needed to synthesize it. The reactants are: [CH3:1][O:2][C:3](=[O:12])[C:4]1[CH:9]=[CH:8][CH:7]=[C:6]([NH2:10])[C:5]=1[NH2:11].CO[C:15]1C(OC)=C[C:18]2[NH:19][C:20](CCCNC)=N[C:17]=2[CH:16]=1. (3) Given the product [CH2:8]([O:7][C:5]([C:4]1[C:3]([CH:2]([CH3:11])[CH3:1])=[CH:13][C:12](=[O:15])[NH:16][C:1]=1[CH:2]([CH3:11])[CH3:3])=[O:6])[CH3:9], predict the reactants needed to synthesize it. The reactants are: [CH3:1][CH:2]([CH3:11])[C:3](=O)[CH2:4][C:5]([O:7][CH2:8][CH3:9])=[O:6].[C:12]([O-:15])(=O)[CH3:13].[NH4+:16]. (4) Given the product [Cl:24][C:20]1[C:19]([F:25])=[C:18]([C@@H:17]2[C@:16]([C:28]3[CH:33]=[CH:32][C:31]([Cl:34])=[CH:30][C:29]=3[F:35])([C:26]#[N:27])[C@H:15]([CH2:36][C:37]([CH3:40])([CH3:39])[CH3:38])[N:14]([CH2:41][CH:42]3[CH2:44][CH2:43]3)[C@H:13]2[C:11]([NH:10][C:7]2[CH:8]=[CH:9][C:4]([C:3]([OH:47])=[O:2])=[C:5]([O:45][CH3:46])[CH:6]=2)=[O:12])[CH:23]=[CH:22][CH:21]=1, predict the reactants needed to synthesize it. The reactants are: C[O:2][C:3](=[O:47])[C:4]1[CH:9]=[CH:8][C:7]([NH:10][C:11]([C@H:13]2[C@H:17]([C:18]3[CH:23]=[CH:22][CH:21]=[C:20]([Cl:24])[C:19]=3[F:25])[C@:16]([C:28]3[CH:33]=[CH:32][C:31]([Cl:34])=[CH:30][C:29]=3[F:35])([C:26]#[N:27])[C@H:15]([CH2:36][C:37]([CH3:40])([CH3:39])[CH3:38])[N:14]2[CH2:41][CH:42]2[CH2:44][CH2:43]2)=[O:12])=[CH:6][C:5]=1[O:45][CH3:46].[Li+].[OH-]. (5) Given the product [CH3:15][O:9][C:8](=[O:10])[C:7]1[C:6](=[CH:5][C:4]([N+:1]([O-:3])=[O:2])=[CH:12][CH:11]=1)[NH2:13], predict the reactants needed to synthesize it. The reactants are: [N+:1]([C:4]1[CH:5]=[C:6]([NH2:13])[C:7](=[CH:11][CH:12]=1)[C:8]([OH:10])=[O:9])([O-:3])=[O:2].[Si](C=[N+]=[N-])(C)(C)[CH3:15]. (6) Given the product [CH3:12][C:4]1([CH3:13])[CH:5]([C:6]2[CH:11]=[CH:10][CH:9]=[CH:8][CH:7]=2)[CH:3]1[C:1]#[N:2], predict the reactants needed to synthesize it. The reactants are: [C:1]([C:3]1(C(O)=O)[CH:5]([C:6]2[CH:11]=[CH:10][CH:9]=[CH:8][CH:7]=2)[C:4]1([CH3:13])[CH3:12])#[N:2].[Li+].[Cl-].C([O-])(O)=O.[Na+].O.